From a dataset of Forward reaction prediction with 1.9M reactions from USPTO patents (1976-2016). Predict the product of the given reaction. (1) Given the reactants N(C(OC(C)C)=O)=NC(OC(C)C)=O.[Cl:15][C:16]1[C:17]([OH:25])=[C:18]([CH:21]=[CH:22][C:23]=1[OH:24])[CH:19]=[O:20].C1(P(C2C=CC=CC=2)C2C=CC=CC=2)C=CC=CC=1.[CH3:45][C:46]1[C:51]([CH2:52]O)=[CH:50][CH:49]=[CH:48][C:47]=1[C:54]1[CH:59]=[CH:58][CH:57]=[CH:56][CH:55]=1, predict the reaction product. The product is: [Cl:15][C:16]1[C:17]([OH:25])=[C:18]([CH:21]=[CH:22][C:23]=1[O:24][CH2:52][C:51]1[C:46]([CH3:45])=[C:47]([C:54]2[CH:59]=[CH:58][CH:57]=[CH:56][CH:55]=2)[CH:48]=[CH:49][CH:50]=1)[CH:19]=[O:20]. (2) Given the reactants F[C:2]1[CH:7]=[CH:6][C:5]([S:8]([NH2:11])(=[O:10])=[O:9])=[CH:4][CH:3]=1.[NH:12]1[CH2:17][CH2:16][NH:15][CH2:14][CH2:13]1, predict the reaction product. The product is: [N:12]1([C:2]2[CH:7]=[CH:6][C:5]([S:8]([NH2:11])(=[O:10])=[O:9])=[CH:4][CH:3]=2)[CH2:17][CH2:16][NH:15][CH2:14][CH2:13]1.